Task: Predict the reaction yield, written as a fraction of the theoretical maximum amount of product (1.0 means a 100% yield; for example, 0.34 means a 34% yield).. Dataset: Reaction yield outcomes from USPTO patents with 853,638 reactions (1) The reactants are [C:1]([C:3]1[CH:4]=[C:5]([C:9]2[CH:14]=[CH:13][CH:12]=[C:11]([CH2:15][N:16]3[CH2:21][CH2:20][N:19]([C:22]([O:24][C:25]([CH3:28])([CH3:27])[CH3:26])=[O:23])[CH2:18][CH2:17]3)[CH:10]=2)[CH:6]=[CH:7][CH:8]=1)#[N:2].B. The catalyst is C1COCC1. The product is [NH2:2][CH2:1][C:3]1[CH:4]=[C:5]([C:9]2[CH:14]=[CH:13][CH:12]=[C:11]([CH2:15][N:16]3[CH2:17][CH2:18][N:19]([C:22]([O:24][C:25]([CH3:28])([CH3:27])[CH3:26])=[O:23])[CH2:20][CH2:21]3)[CH:10]=2)[CH:6]=[CH:7][CH:8]=1. The yield is 0.242. (2) The reactants are [O:1]1[C:5]2[CH:6]=[CH:7][CH:8]=[CH:9][C:4]=2[CH:3]=[C:2]1[C:10]1[C:18]2[C:13](=[CH:14][CH:15]=[C:16]([C:19](O)=[O:20])[CH:17]=2)[N:12](C2CCCCO2)[N:11]=1.F[P-](F)(F)(F)(F)F.N1(OC(N(C)C)=[N+](C)C)C2C=CC=CC=2N=N1.[CH2:52]([NH2:56])[CH:53]([CH3:55])[CH3:54]. No catalyst specified. The product is [O:1]1[C:5]2[CH:6]=[CH:7][CH:8]=[CH:9][C:4]=2[CH:3]=[C:2]1[C:10]1[C:18]2[C:13](=[CH:14][CH:15]=[C:16]([C:19]([NH:56][CH2:52][CH:53]([CH3:55])[CH3:54])=[O:20])[CH:17]=2)[NH:12][N:11]=1. The yield is 0.190. (3) The reactants are Cl.[CH3:2][O:3][NH2:4].C(N(CC)CC)C.[F:12][C:13]1[CH:18]=[CH:17][C:16]([C:19]2[NH:20][CH:21]=[C:22]([CH:30]=O)[C:23]=2[C:24]2[CH:29]=[CH:28][N:27]=[CH:26][CH:25]=2)=[CH:15][CH:14]=1.O. The catalyst is CO. The product is [CH3:2][O:3][N:4]=[CH:30][C:22]1[C:23]([C:24]2[CH:25]=[CH:26][N:27]=[CH:28][CH:29]=2)=[C:19]([C:16]2[CH:17]=[CH:18][C:13]([F:12])=[CH:14][CH:15]=2)[NH:20][CH:21]=1. The yield is 0.770. (4) The reactants are C([S:4][CH:5]1[CH2:8][N:7]([C:9]2[O:10][CH:11]=[C:12]([C:14]#[N:15])[N:13]=2)[CH2:6]1)(=O)C.C(O)(=O)C.NN.C1(P(O[C:37]2[C@H:38]([CH3:61])[C@H:39]3[C@@H:56]([C@H:57]([OH:59])[CH3:58])[C:55](=[O:60])[N:40]3[C:41]=2[C:42]([O:44][CH2:45][C:46]2[CH:51]=[CH:50][C:49]([N+:52]([O-:54])=[O:53])=[CH:48][CH:47]=2)=[O:43])(C2C=CC=CC=2)=O)C=CC=CC=1.C(N(C(C)C)CC)(C)C.C(=O)([O-])O.[Na+]. The catalyst is CN(C)C=O.C(#N)C.C(OCC)(=O)C. The product is [C:14]([C:12]1[N:13]=[C:9]([N:7]2[CH2:8][CH:5]([S:4][C:37]3[C@H:38]([CH3:61])[C@@H:39]4[C@@H:56]([C@H:57]([OH:59])[CH3:58])[C:55](=[O:60])[N:40]4[C:41]=3[C:42]([O:44][CH2:45][C:46]3[CH:51]=[CH:50][C:49]([N+:52]([O-:54])=[O:53])=[CH:48][CH:47]=3)=[O:43])[CH2:6]2)[O:10][CH:11]=1)#[N:15]. The yield is 0.840.